This data is from Full USPTO retrosynthesis dataset with 1.9M reactions from patents (1976-2016). The task is: Predict the reactants needed to synthesize the given product. Given the product [ClH:20].[ClH:20].[Cl:20][C:14]1[CH:15]=[C:16]([F:19])[CH:17]=[CH:18][C:13]=1[N:6]1[C:7]2[CH:12]=[CH:11][CH:10]=[CH:9][C:8]=2[N:4]([CH2:3][CH2:2][N:28]2[CH2:27][C@H:26]([CH3:30])[NH:25][C@H:24]([CH3:23])[CH2:29]2)[S:5]1(=[O:22])=[O:21], predict the reactants needed to synthesize it. The reactants are: Br[CH2:2][CH2:3][N:4]1[C:8]2[CH:9]=[CH:10][CH:11]=[CH:12][C:7]=2[N:6]([C:13]2[CH:18]=[CH:17][C:16]([F:19])=[CH:15][C:14]=2[Cl:20])[S:5]1(=[O:22])=[O:21].[CH3:23][C@H:24]1[CH2:29][NH:28][CH2:27][C@@H:26]([CH3:30])[NH:25]1.C(=O)([O-])[O-].[Cs+].[Cs+].